Task: Predict the reaction yield, written as a fraction of the theoretical maximum amount of product (1.0 means a 100% yield; for example, 0.34 means a 34% yield).. Dataset: Reaction yield outcomes from USPTO patents with 853,638 reactions (1) The yield is 1.00. The reactants are [CH2:1]([N:8]1[CH2:13][CH2:12][CH:11]([N:14]2[C:18]3[N:19]=[C:20](Cl)[N:21]=[C:22]([N:23]4[CH2:28][CH2:27][O:26][CH2:25][CH2:24]4)[C:17]=3[N:16]=[N:15]2)[CH2:10][CH2:9]1)[C:2]1[CH:7]=[CH:6][CH:5]=[CH:4][CH:3]=1.CC1(C)C(C)(C)OB([C:38]2[CH:43]=[CH:42][C:41]([NH2:44])=[CH:40][CH:39]=2)O1. The product is [CH2:1]([N:8]1[CH2:13][CH2:12][CH:11]([N:14]2[C:18]3[N:19]=[C:20]([C:38]4[CH:43]=[CH:42][C:41]([NH2:44])=[CH:40][CH:39]=4)[N:21]=[C:22]([N:23]4[CH2:28][CH2:27][O:26][CH2:25][CH2:24]4)[C:17]=3[N:16]=[N:15]2)[CH2:10][CH2:9]1)[C:2]1[CH:7]=[CH:6][CH:5]=[CH:4][CH:3]=1. No catalyst specified. (2) The reactants are Br[C:2]1[CH:3]=[C:4]2[C:9]3=[C:10]([CH2:12][CH2:13][CH2:14][N:8]3[CH2:7][C@@H:6]3[CH2:15][N:16]([C:18]([O:20][C:21]([CH3:24])([CH3:23])[CH3:22])=[O:19])[CH2:17][C@@H:5]23)[CH:11]=1.[CH3:25][O:26][C:27]1[CH:32]=[CH:31][C:30](B(O)O)=[C:29]([C:36]([F:39])([F:38])[F:37])[CH:28]=1.O.O.O.O.O.O.O.O.[OH-].[Ba+2].[OH-]. The catalyst is COCCOC.O.C(OCC)(=O)C.C1C=CC([P]([Pd]([P](C2C=CC=CC=2)(C2C=CC=CC=2)C2C=CC=CC=2)([P](C2C=CC=CC=2)(C2C=CC=CC=2)C2C=CC=CC=2)[P](C2C=CC=CC=2)(C2C=CC=CC=2)C2C=CC=CC=2)(C2C=CC=CC=2)C2C=CC=CC=2)=CC=1. The product is [CH3:25][O:26][C:27]1[CH:32]=[CH:31][C:30]([C:2]2[CH:3]=[C:4]3[C:9]4=[C:10]([CH2:12][CH2:13][CH2:14][N:8]4[CH2:7][C@@H:6]4[CH2:15][N:16]([C:18]([O:20][C:21]([CH3:23])([CH3:22])[CH3:24])=[O:19])[CH2:17][C@@H:5]34)[CH:11]=2)=[C:29]([C:36]([F:37])([F:38])[F:39])[CH:28]=1. The yield is 0.860. (3) The reactants are I.[F:2][C:3]1[CH:8]=[C:7]([N:9]2[CH:13]=[N:12][C:11]([CH3:14])=[N:10]2)[C:6]([O:15][CH3:16])=[CH:5][C:4]=1[NH:17][C:18](SC)=[NH:19].[Cl:22][CH2:23][CH2:24][CH2:25][CH2:26][CH:27]([C:31]1[CH:36]=[CH:35][C:34]([F:37])=[CH:33][CH:32]=1)[C:28](O)=O.[NH2:38][NH2:39]. No catalyst specified. The product is [Cl:22][CH2:23][CH2:24][CH2:25][CH2:26][CH:27]([C:28]1[NH:39][N:38]=[C:18]([NH:17][C:4]2[CH:5]=[C:6]([O:15][CH3:16])[C:7]([N:9]3[CH:13]=[N:12][C:11]([CH3:14])=[N:10]3)=[CH:8][C:3]=2[F:2])[N:19]=1)[C:31]1[CH:32]=[CH:33][C:34]([F:37])=[CH:35][CH:36]=1. The yield is 0.120. (4) The reactants are [Cl:1][C:2]1[C:7](I)=[CH:6][C:5]([NH:9][CH2:10][C:11]([O:13]C)=[O:12])=[C:4]([O:15][CH3:16])[CH:3]=1.[Cl:17][C:18]1[CH:23]=[CH:22][C:21]([Cl:24])=[CH:20][C:19]=1B(O)O.C([O-])([O-])=O.[Na+].[Na+]. The catalyst is O1CCOCC1.O.C1C=CC([P]([Pd]([P](C2C=CC=CC=2)(C2C=CC=CC=2)C2C=CC=CC=2)([P](C2C=CC=CC=2)(C2C=CC=CC=2)C2C=CC=CC=2)[P](C2C=CC=CC=2)(C2C=CC=CC=2)C2C=CC=CC=2)(C2C=CC=CC=2)C2C=CC=CC=2)=CC=1. The product is [Cl:17][C:18]1[CH:23]=[CH:22][C:21]([Cl:24])=[CH:20][C:19]=1[C:7]1[C:2]([Cl:1])=[CH:3][C:4]([O:15][CH3:16])=[C:5]([NH:9][CH2:10][C:11]([OH:13])=[O:12])[CH:6]=1. The yield is 0.590.